Dataset: Forward reaction prediction with 1.9M reactions from USPTO patents (1976-2016). Task: Predict the product of the given reaction. (1) Given the reactants [N:1]([C:4]1[CH:9]=[CH:8][CH:7]=[C:6]([C:10]([F:13])([F:12])[F:11])[CH:5]=1)=[C:2]=[O:3].[NH2:14][C:15]1[CH:16]=[CH:17][C:18]([CH3:34])=[C:19]([NH:21][C:22]2[CH:23]=[C:24]3[C:29](=[CH:30][CH:31]=2)[N:28]=[CH:27][N:26]([CH3:32])[C:25]3=[O:33])[CH:20]=1, predict the reaction product. The product is: [CH3:34][C:18]1[CH:17]=[CH:16][C:15]([NH:14][C:2]([NH:1][C:4]2[CH:9]=[CH:8][CH:7]=[C:6]([C:10]([F:11])([F:12])[F:13])[CH:5]=2)=[O:3])=[CH:20][C:19]=1[NH:21][C:22]1[CH:23]=[C:24]2[C:29](=[CH:30][CH:31]=1)[N:28]=[CH:27][N:26]([CH3:32])[C:25]2=[O:33]. (2) Given the reactants [S:1](Cl)([C:4]1[CH:10]=[CH:9][C:7]([CH3:8])=[CH:6][CH:5]=1)(=[O:3])=[O:2].C(NC(C)C)(C)C.[C:19]1([CH3:29])[CH:24]=[CH:23][C:22]([CH2:25][CH2:26][CH2:27][OH:28])=[CH:21][CH:20]=1.[Cl-].[NH4+], predict the reaction product. The product is: [C:19]1([CH3:29])[CH:20]=[CH:21][C:22]([CH2:25][CH2:26][CH2:27][O:28][S:1]([C:4]2[CH:10]=[CH:9][C:7]([CH3:8])=[CH:6][CH:5]=2)(=[O:3])=[O:2])=[CH:23][CH:24]=1. (3) Given the reactants [F:1][C:2]1[CH:7]=[C:6]([N+:8]([O-:10])=[O:9])[CH:5]=[CH:4][C:3]=1[CH2:11][C:12](OC)=[O:13].[BH4-].[Na+], predict the reaction product. The product is: [F:1][C:2]1[CH:7]=[C:6]([N+:8]([O-:10])=[O:9])[CH:5]=[CH:4][C:3]=1[CH2:11][CH2:12][OH:13]. (4) Given the reactants [Cl:1][C:2]1[CH:3]=[C:4]2[C:12](=[CH:13][CH:14]=1)[NH:11][C:10]1[C:9](=O)[CH2:8][CH2:7][CH2:6][C:5]2=1.[Cl:16][C:17]1[CH:23]=[CH:22][C:20]([NH2:21])=[CH:19][CH:18]=1, predict the reaction product. The product is: [Cl:1][C:2]1[CH:3]=[C:4]2[C:12](=[CH:13][CH:14]=1)[NH:11][C:10]1[CH:9]([NH:21][C:20]3[CH:22]=[CH:23][C:17]([Cl:16])=[CH:18][CH:19]=3)[CH2:8][CH2:7][CH2:6][C:5]2=1. (5) Given the reactants [Br:1][C:2]1[CH:3]=[C:4]2[C:9](=[CH:10][C:11]=1[CH3:12])[N:8]=[CH:7][N:6]([NH:13][C:14]1[CH:15]=[C:16]([CH:19]=[CH:20][C:21]=1[S:22][CH2:23][CH3:24])[C:17]#[N:18])[C:5]2=[O:25].BrC1C=C2C(C(=O)N(N(C3C=C(Cl)C=CC=3SCC)[C:38](=[O:44])[O:39][C:40]([CH3:43])([CH3:42])[CH3:41])C=N2)=CC=1C, predict the reaction product. The product is: [Br:1][C:2]1[CH:3]=[C:4]2[C:9](=[CH:10][C:11]=1[CH3:12])[N:8]=[CH:7][N:6]([N:13]([C:14]1[CH:15]=[C:16]([C:17]#[N:18])[CH:19]=[CH:20][C:21]=1[S:22][CH2:23][CH3:24])[C:38](=[O:44])[O:39][C:40]([CH3:43])([CH3:42])[CH3:41])[C:5]2=[O:25]. (6) Given the reactants Cl[C:2]1[N:7]=[CH:6][N:5]=[C:4]([NH:8][CH3:9])[CH:3]=1.[NH2:10][C:11]1[CH:20]=[CH:19][C:14]([C:15]([O:17][CH3:18])=[O:16])=[CH:13][C:12]=1[N+:21]([O-:23])=[O:22].C([O-])([O-])=O.[Cs+].[Cs+].CC1(C)C2C(=C(P(C3C=CC=CC=3)C3C=CC=CC=3)C=CC=2)OC2C(P(C3C=CC=CC=3)C3C=CC=CC=3)=CC=CC1=2, predict the reaction product. The product is: [CH3:9][NH:8][C:4]1[N:5]=[CH:6][N:7]=[C:2]([NH:10][C:11]2[CH:20]=[CH:19][C:14]([C:15]([O:17][CH3:18])=[O:16])=[CH:13][C:12]=2[N+:21]([O-:23])=[O:22])[CH:3]=1. (7) Given the reactants C(Cl)(=O)C(Cl)=O.CS(C)=O.[OH:11][CH:12]1[CH2:15][N:14]([C:16]([O:18][C:19]([CH3:22])([CH3:21])[CH3:20])=[O:17])[CH2:13]1.C(N(CC)CC)C, predict the reaction product. The product is: [O:11]=[C:12]1[CH2:15][N:14]([C:16]([O:18][C:19]([CH3:22])([CH3:21])[CH3:20])=[O:17])[CH2:13]1.